The task is: Predict the reactants needed to synthesize the given product.. This data is from Full USPTO retrosynthesis dataset with 1.9M reactions from patents (1976-2016). (1) Given the product [Cl:1][C:2]1[N:3]=[C:4]([NH:26][C@H:24]([C:21]2[CH:20]=[CH:19][C:18]([F:17])=[CH:23][N:22]=2)[CH3:25])[C:5]([F:14])=[C:6]([N:8]2[CH2:13][CH2:12][O:11][CH2:10][CH2:9]2)[N:7]=1, predict the reactants needed to synthesize it. The reactants are: [Cl:1][C:2]1[N:7]=[C:6]([N:8]2[CH2:13][CH2:12][O:11][CH2:10][CH2:9]2)[C:5]([F:14])=[C:4](Cl)[N:3]=1.Cl.[F:17][C:18]1[CH:19]=[CH:20][C:21]([C@@H:24]([NH2:26])[CH3:25])=[N:22][CH:23]=1.CCN(C(C)C)C(C)C. (2) Given the product [I:6][C:7]1[CH:8]=[N:9][N:10]([CH2:14][CH2:15][N:16]2[CH2:21][CH2:20][O:19][CH2:18][CH2:17]2)[CH:11]=1, predict the reactants needed to synthesize it. The reactants are: CN(C)C=O.[I:6][C:7]1[CH:8]=[N:9][NH:10][CH:11]=1.Cl.Cl[CH2:14][CH2:15][N:16]1[CH2:21][CH2:20][O:19][CH2:18][CH2:17]1.C(=O)([O-])[O-].[K+].[K+].